From a dataset of Reaction yield outcomes from USPTO patents with 853,638 reactions. Predict the reaction yield, written as a fraction of the theoretical maximum amount of product (1.0 means a 100% yield; for example, 0.34 means a 34% yield). (1) The reactants are [Cl:1][C:2]1[CH:7]=[C:6]([Cl:8])[CH:5]=[CH:4][C:3]=1[NH:9][C:10]1[N:14]([CH2:15][CH2:16][CH2:17]O)[C:13]2[C:19]([N:24]([CH2:27][CH3:28])[CH2:25][CH3:26])=[CH:20][C:21]([F:23])=[CH:22][C:12]=2[N:11]=1.CS(Cl)(=O)=O. The catalyst is N1C=CC=CC=1. The product is [Cl:1][C:2]1[CH:7]=[C:6]([Cl:8])[CH:5]=[CH:4][C:3]=1[N:9]1[C:10]2=[N:11][C:12]3[C:13](=[C:19]([N:24]([CH2:27][CH3:28])[CH2:25][CH3:26])[CH:20]=[C:21]([F:23])[CH:22]=3)[N:14]2[CH2:15][CH2:16][CH2:17]1. The yield is 0.920. (2) The reactants are [F:1][C:2]1[CH:7]=[CH:6][C:5]([C:8]2[C:12]([CH2:13][O:14][C:15]3[CH:23]=[CH:22][C:18]([C:19]([OH:21])=O)=[CH:17][N:16]=3)=[C:11]([CH3:24])[O:10][N:9]=2)=[CH:4][CH:3]=1.[NH:25]1[CH2:30][CH2:29][O:28][CH2:27][CH2:26]1. No catalyst specified. The product is [F:1][C:2]1[CH:3]=[CH:4][C:5]([C:8]2[C:12]([CH2:13][O:14][C:15]3[N:16]=[CH:17][C:18]([C:19]([N:25]4[CH2:30][CH2:29][O:28][CH2:27][CH2:26]4)=[O:21])=[CH:22][CH:23]=3)=[C:11]([CH3:24])[O:10][N:9]=2)=[CH:6][CH:7]=1. The yield is 0.130. (3) The reactants are [CH3:1][O:2][C:3]1[C:4]2[CH2:12][NH:11][CH2:10][CH2:9][C:5]=2[N:6]=[CH:7][N:8]=1.Br[C:14]1[CH:15]=[C:16]([CH3:22])[C:17]([O:20][CH3:21])=[N:18][CH:19]=1.C(=O)([O-])[O-].[Cs+].[Cs+].CC(C1C=C(C(C)C)C(C2C=CC=CC=2P(C2CCCCC2)C2CCCCC2)=C(C(C)C)C=1)C. The catalyst is C1C=CC(/C=C/C(/C=C/C2C=CC=CC=2)=O)=CC=1.C1C=CC(/C=C/C(/C=C/C2C=CC=CC=2)=O)=CC=1.C1C=CC(/C=C/C(/C=C/C2C=CC=CC=2)=O)=CC=1.[Pd].[Pd].CCOC(C)=O.CO.O1CCOCC1. The product is [CH3:1][O:2][C:3]1[C:4]2[CH2:12][N:11]([C:14]3[CH:19]=[N:18][C:17]([O:20][CH3:21])=[C:16]([CH3:22])[CH:15]=3)[CH2:10][CH2:9][C:5]=2[N:6]=[CH:7][N:8]=1. The yield is 0.360. (4) The reactants are [Br:1][C:2]1[CH:3]=[C:4]([S:9](Cl)(=[O:11])=[O:10])[CH:5]=[CH:6][C:7]=1[F:8].[CH:13]([N:16]([CH:19]([CH3:21])C)CC)([CH3:15])C.N1CCCC1. The catalyst is O1CCCC1. The product is [Br:1][C:2]1[CH:3]=[C:4]([S:9]([N:16]2[CH2:13][CH2:15][CH2:21][CH2:19]2)(=[O:11])=[O:10])[CH:5]=[CH:6][C:7]=1[F:8]. The yield is 0.670. (5) The reactants are [OH:1][C:2]1[CH:11]=[C:10]2[C:5]([C:6]([O:12][C:13]3[CH:14]=[C:15]4[C:19](=[CH:20][CH:21]=3)[NH:18][CH:17]=[CH:16]4)=[N:7][CH:8]=[N:9]2)=[CH:4][C:3]=1[O:22][CH3:23].C(=O)([O-])[O-].C1(C)C=CC(S([CH2:37][C@H:38]2[NH:42][C:41](=[O:43])[CH2:40][CH2:39]2)(=O)=O)=CC=1. The catalyst is CN(C=O)C. The product is [NH:18]1[C:19]2[C:15](=[CH:14][C:13]([O:12][C:6]3[C:5]4[C:10](=[CH:11][C:2]([O:1][CH2:37][C@H:38]5[NH:42][C:41](=[O:43])[CH2:40][CH2:39]5)=[C:3]([O:22][CH3:23])[CH:4]=4)[N:9]=[CH:8][N:7]=3)=[CH:21][CH:20]=2)[CH:16]=[CH:17]1. The yield is 0.310. (6) The reactants are [CH2:1]([N:3]=[C:4]=[O:5])[CH3:2].[CH2:6]([N:13]1[CH2:18][CH2:17][CH:16]([N:19]2[CH2:23][C:22]3=[CH:24][N:25]=[C:26]([CH2:27][OH:28])[N:21]3[C:20]2=[O:29])[CH2:15][CH2:14]1)[C:7]1[CH:12]=[CH:11][CH:10]=[CH:9][CH:8]=1. The catalyst is C1COCC1. The product is [CH2:1]([NH:3][C:4](=[O:5])[O:28][CH2:27][C:26]1[N:21]2[C:20](=[O:29])[N:19]([CH:16]3[CH2:17][CH2:18][N:13]([CH2:6][C:7]4[CH:8]=[CH:9][CH:10]=[CH:11][CH:12]=4)[CH2:14][CH2:15]3)[CH2:23][C:22]2=[CH:24][N:25]=1)[CH3:2]. The yield is 0.950. (7) The reactants are [CH2:1]([O:8][C:9]1[CH:10]=[C:11]([S:15][C:16]2[CH:42]=[CH:41][C:19]([C:20]([NH:22][NH:23][C:24]([C@@:26]3([CH3:40])[CH2:30][O:29][C:28]([CH3:32])([CH3:31])[N:27]3[C:33]([O:35][C:36]([CH3:39])([CH3:38])[CH3:37])=[O:34])=[O:25])=[O:21])=[CH:18][C:17]=2C(F)(F)F)[CH:12]=[CH:13][CH:14]=1)[C:2]1[CH:7]=[CH:6][CH:5]=[CH:4][CH:3]=1.C(OC1C=C(SC2C=CC(C(NN)=O)=C([Cl:72])C=2)C=CC=1)C1C=CC=CC=1. The catalyst is CCOC(C)=O. The product is [CH2:1]([O:8][C:9]1[CH:10]=[C:11]([S:15][C:16]2[CH:42]=[CH:41][C:19]([C:20]([NH:22][NH:23][C:24]([C@@:26]3([CH3:40])[CH2:30][O:29][C:28]([CH3:32])([CH3:31])[N:27]3[C:33]([O:35][C:36]([CH3:39])([CH3:38])[CH3:37])=[O:34])=[O:25])=[O:21])=[C:18]([Cl:72])[CH:17]=2)[CH:12]=[CH:13][CH:14]=1)[C:2]1[CH:7]=[CH:6][CH:5]=[CH:4][CH:3]=1. The yield is 0.900.